From a dataset of Peptide-MHC class II binding affinity with 134,281 pairs from IEDB. Regression. Given a peptide amino acid sequence and an MHC pseudo amino acid sequence, predict their binding affinity value. This is MHC class II binding data. (1) The peptide sequence is TVTVFKIPKKASEGA. The MHC is DRB1_0405 with pseudo-sequence DRB1_0405. The binding affinity (normalized) is 0. (2) The peptide sequence is LNISDFRNDWILESD. The MHC is DRB1_0101 with pseudo-sequence DRB1_0101. The binding affinity (normalized) is 0.156. (3) The peptide sequence is SPALFLSFLYTLELK. The MHC is DRB1_1501 with pseudo-sequence DRB1_1501. The binding affinity (normalized) is 0.833. (4) The peptide sequence is RVSPGNGWMIKETAC. The MHC is HLA-DQA10103-DQB10603 with pseudo-sequence HLA-DQA10103-DQB10603. The binding affinity (normalized) is 0. (5) The peptide sequence is EVDMTPADAL. The MHC is HLA-DQA10101-DQB10501 with pseudo-sequence HLA-DQA10101-DQB10501. The binding affinity (normalized) is 0. (6) The peptide sequence is ILGAAVNGKKSAHGS. The MHC is DRB1_0404 with pseudo-sequence DRB1_0404. The binding affinity (normalized) is 0.616. (7) The MHC is HLA-DQA10501-DQB10201 with pseudo-sequence HLA-DQA10501-DQB10201. The binding affinity (normalized) is 0. The peptide sequence is HSLLDEGKQSLTKLA. (8) The peptide sequence is QKYCPNKICTSKGDS. The MHC is HLA-DPA10103-DPB10201 with pseudo-sequence HLA-DPA10103-DPB10201. The binding affinity (normalized) is 0.0714. (9) The peptide sequence is ATAAAAAAVDRGDPP. The MHC is HLA-DPA10103-DPB10401 with pseudo-sequence HLA-DPA10103-DPB10401. The binding affinity (normalized) is 0.